The task is: Predict the reactants needed to synthesize the given product.. This data is from Full USPTO retrosynthesis dataset with 1.9M reactions from patents (1976-2016). Given the product [CH3:23][O:22][C:17]1[CH:18]=[CH:19][CH:20]=[CH:21][C:16]=1[C:14]#[C:15][C:2]1[CH:7]=[CH:6][C:5]([CH2:8][CH2:9][C:10]([O:12][CH3:13])=[O:11])=[CH:4][CH:3]=1, predict the reactants needed to synthesize it. The reactants are: I[C:2]1[CH:7]=[CH:6][C:5]([CH2:8][CH2:9][C:10]([O:12][CH3:13])=[O:11])=[CH:4][CH:3]=1.[C:14]([C:16]1[CH:21]=[CH:20][CH:19]=[CH:18][C:17]=1[O:22][CH3:23])#[CH:15].